Dataset: Reaction yield outcomes from USPTO patents with 853,638 reactions. Task: Predict the reaction yield, written as a fraction of the theoretical maximum amount of product (1.0 means a 100% yield; for example, 0.34 means a 34% yield). (1) The reactants are C(=O)([O-])[O-].[Cs+].[Cs+].[F:7][C:8]([F:18])([F:17])[O:9][C:10]1[CH:15]=[CH:14][C:13]([OH:16])=[CH:12][CH:11]=1.[CH3:19][O:20][C:21](=[O:37])[C:22]1[CH:27]=[C:26]([S:28](=[O:34])(=[O:33])[NH:29][CH2:30][CH2:31]Br)[CH:25]=[C:24]([CH3:35])[C:23]=1[CH3:36]. The catalyst is CN(C)C=O.C(OCC)(=O)C. The product is [CH3:19][O:20][C:21](=[O:37])[C:22]1[CH:27]=[C:26]([S:28](=[O:33])(=[O:34])[NH:29][CH2:30][CH2:31][O:16][C:13]2[CH:12]=[CH:11][C:10]([O:9][C:8]([F:17])([F:18])[F:7])=[CH:15][CH:14]=2)[CH:25]=[C:24]([CH3:35])[C:23]=1[CH3:36]. The yield is 0.170. (2) The reactants are [F:1][C:2]([F:14])([F:13])[C:3]1[N:8]=[CH:7][C:6]([NH:9][C:10]([NH2:12])=[S:11])=[CH:5][CH:4]=1.[O-]CC.[Na+].[C:19]([CH2:21][C:22](OCC)=[O:23])#[N:20].S(=O)(=O)(O)O. The catalyst is C(O)C.O. The product is [NH2:20][C:19]1[N:9]([C:6]2[CH:7]=[N:8][C:3]([C:2]([F:1])([F:13])[F:14])=[CH:4][CH:5]=2)[C:10](=[S:11])[NH:12][C:22](=[O:23])[CH:21]=1. The yield is 0.310. (3) The reactants are Cl.[NH2:2][CH2:3][C:4]1([CH2:10][C:11]([O:13][CH2:14][CH:15]=[CH2:16])=[O:12])[CH2:9][CH2:8][CH2:7][CH2:6][CH2:5]1.Cl[C:18]([O:20][CH:21]([Cl:23])[CH3:22])=[O:19].CN1CCOCC1. The catalyst is ClCCl.C(OCC)C. The product is [Cl:23][CH:21]([O:20][C:18]([NH:2][CH2:3][C:4]1([CH2:10][C:11]([O:13][CH2:14][CH:15]=[CH2:16])=[O:12])[CH2:9][CH2:8][CH2:7][CH2:6][CH2:5]1)=[O:19])[CH3:22]. The yield is 0.990. (4) The reactants are [CH3:1][C:2]1([CH3:10])[O:9][C:7](=[O:8])[CH2:6][C:4](=[O:5])[O:3]1.[CH2:11]=[C:12]1[O:16][C:14](=[O:15])[CH2:13]1. The product is [OH:15][C:14](=[C:6]1[C:7](=[O:8])[O:9][C:2]([CH3:10])([CH3:1])[O:3][C:4]1=[O:5])[CH2:13][C:12](=[O:16])[CH3:11]. The catalyst is ClCCl. The yield is 0.800.